From a dataset of Catalyst prediction with 721,799 reactions and 888 catalyst types from USPTO. Predict which catalyst facilitates the given reaction. Reactant: Cl.[CH3:2][O:3][CH2:4][CH2:5][C:6](=[NH:10])[O:7][CH2:8][CH3:9].N1C=CC=CC=1.Cl[C:18]([O:20][CH2:21][CH3:22])=[O:19]. Product: [CH2:21]([O:20][C:18]([N:10]=[C:6]([O:7][CH2:8][CH3:9])[CH2:5][CH2:4][O:3][CH3:2])=[O:19])[CH3:22]. The catalyst class is: 91.